This data is from Reaction yield outcomes from USPTO patents with 853,638 reactions. The task is: Predict the reaction yield, written as a fraction of the theoretical maximum amount of product (1.0 means a 100% yield; for example, 0.34 means a 34% yield). (1) The reactants are [F:1][C:2]([F:21])([C:17]([F:20])([F:19])[F:18])[CH2:3][CH2:4][CH2:5][CH:6]([C:12]([O:14][CH2:15][CH3:16])=[O:13])[C:7]([O:9][CH2:10][CH3:11])=[O:8].[H-].[Na+].Br[CH2:25][CH2:26][CH2:27][CH2:28][CH2:29][Cl:30]. The catalyst is CS(C)=O.O. The product is [Cl:30][CH2:29][CH2:28][CH2:27][CH2:26][CH2:25][C:6]([CH2:5][CH2:4][CH2:3][C:2]([F:21])([F:1])[C:17]([F:18])([F:19])[F:20])([C:7]([O:9][CH2:10][CH3:11])=[O:8])[C:12]([O:14][CH2:15][CH3:16])=[O:13]. The yield is 0.830. (2) The reactants are CO.[Cl:3][C:4]1[CH:5]=[C:6]([CH:29]=[CH:30][C:31]=1[O:32][CH3:33])[CH2:7][NH:8][C:9]1[C:14]([C:15]([O:17]CC)=[O:16])=[CH:13][N:12]=[C:11]([N:20]2[CH2:28][C:27]3[C:22](=[N:23][CH:24]=[CH:25][CH:26]=3)[CH2:21]2)[N:10]=1.O.[Na]. The catalyst is O. The product is [Cl:3][C:4]1[CH:5]=[C:6]([CH:29]=[CH:30][C:31]=1[O:32][CH3:33])[CH2:7][NH:8][C:9]1[C:14]([C:15]([OH:17])=[O:16])=[CH:13][N:12]=[C:11]([N:20]2[CH2:28][C:27]3[C:22](=[N:23][CH:24]=[CH:25][CH:26]=3)[CH2:21]2)[N:10]=1. The yield is 0.360. (3) The reactants are [CH:1]1[C:6]([C:7]2[C:16](=[O:17])[C:15]3[C:14](O)=[CH:13][C:12](O)=[CH:11][C:10]=3[O:9][CH:8]=2)=[CH:5][CH:4]=[C:3](O)[CH:2]=1.C([O-])([O-])=O.[K+].[K+]. No catalyst specified. The product is [O:9]1[C:10]2[C:15](=[CH:14][CH:13]=[CH:12][CH:11]=2)[C:16](=[O:17])[C:7]([C:6]2[CH:1]=[CH:2][CH:3]=[CH:4][CH:5]=2)=[CH:8]1. The yield is 0.450.